Dataset: NCI-60 drug combinations with 297,098 pairs across 59 cell lines. Task: Regression. Given two drug SMILES strings and cell line genomic features, predict the synergy score measuring deviation from expected non-interaction effect. (1) Drug 1: CN(CCCl)CCCl.Cl. Drug 2: CN(C(=O)NC(C=O)C(C(C(CO)O)O)O)N=O. Cell line: NCI-H460. Synergy scores: CSS=39.2, Synergy_ZIP=2.84, Synergy_Bliss=1.90, Synergy_Loewe=-34.9, Synergy_HSA=0.726. (2) Drug 1: CC1CCC2CC(C(=CC=CC=CC(CC(C(=O)C(C(C(=CC(C(=O)CC(OC(=O)C3CCCCN3C(=O)C(=O)C1(O2)O)C(C)CC4CCC(C(C4)OC)OCCO)C)C)O)OC)C)C)C)OC. Drug 2: CC1C(C(CC(O1)OC2CC(CC3=C2C(=C4C(=C3O)C(=O)C5=CC=CC=C5C4=O)O)(C(=O)C)O)N)O. Cell line: UO-31. Synergy scores: CSS=62.7, Synergy_ZIP=-0.922, Synergy_Bliss=0.181, Synergy_Loewe=6.14, Synergy_HSA=6.45. (3) Drug 1: CC(C1=C(C=CC(=C1Cl)F)Cl)OC2=C(N=CC(=C2)C3=CN(N=C3)C4CCNCC4)N. Drug 2: C1=CC(=CC=C1CCC2=CNC3=C2C(=O)NC(=N3)N)C(=O)NC(CCC(=O)O)C(=O)O. Cell line: COLO 205. Synergy scores: CSS=32.9, Synergy_ZIP=-2.79, Synergy_Bliss=-4.36, Synergy_Loewe=-10.2, Synergy_HSA=-4.39. (4) Drug 1: CC(CN1CC(=O)NC(=O)C1)N2CC(=O)NC(=O)C2. Drug 2: CNC(=O)C1=NC=CC(=C1)OC2=CC=C(C=C2)NC(=O)NC3=CC(=C(C=C3)Cl)C(F)(F)F. Cell line: LOX IMVI. Synergy scores: CSS=38.3, Synergy_ZIP=-4.25, Synergy_Bliss=-4.30, Synergy_Loewe=-3.58, Synergy_HSA=-0.694. (5) Drug 1: CC1C(C(CC(O1)OC2CC(CC3=C2C(=C4C(=C3O)C(=O)C5=C(C4=O)C(=CC=C5)OC)O)(C(=O)C)O)N)O.Cl. Drug 2: C1CC(C1)(C(=O)O)C(=O)O.[NH2-].[NH2-].[Pt+2]. Cell line: IGROV1. Synergy scores: CSS=55.6, Synergy_ZIP=-0.685, Synergy_Bliss=1.30, Synergy_Loewe=3.15, Synergy_HSA=6.07. (6) Drug 1: CC1=C2C(C(=O)C3(C(CC4C(C3C(C(C2(C)C)(CC1OC(=O)C(C(C5=CC=CC=C5)NC(=O)C6=CC=CC=C6)O)O)OC(=O)C7=CC=CC=C7)(CO4)OC(=O)C)O)C)OC(=O)C. Drug 2: C1=NC(=NC(=O)N1C2C(C(C(O2)CO)O)O)N. Cell line: NCI-H460. Synergy scores: CSS=77.4, Synergy_ZIP=-4.39, Synergy_Bliss=-7.42, Synergy_Loewe=-9.40, Synergy_HSA=-4.24. (7) Drug 1: CC12CCC3C(C1CCC2=O)CC(=C)C4=CC(=O)C=CC34C. Drug 2: CC1C(C(CC(O1)OC2CC(OC(C2O)C)OC3=CC4=CC5=C(C(=O)C(C(C5)C(C(=O)C(C(C)O)O)OC)OC6CC(C(C(O6)C)O)OC7CC(C(C(O7)C)O)OC8CC(C(C(O8)C)O)(C)O)C(=C4C(=C3C)O)O)O)O. Cell line: COLO 205. Synergy scores: CSS=60.4, Synergy_ZIP=4.74, Synergy_Bliss=8.29, Synergy_Loewe=5.48, Synergy_HSA=5.45. (8) Drug 1: CC(C1=C(C=CC(=C1Cl)F)Cl)OC2=C(N=CC(=C2)C3=CN(N=C3)C4CCNCC4)N. Drug 2: C1CC(C1)(C(=O)O)C(=O)O.[NH2-].[NH2-].[Pt+2]. Cell line: RPMI-8226. Synergy scores: CSS=30.1, Synergy_ZIP=-5.54, Synergy_Bliss=-2.22, Synergy_Loewe=-5.35, Synergy_HSA=-5.80. (9) Drug 1: CC1C(C(CC(O1)OC2CC(CC3=C2C(=C4C(=C3O)C(=O)C5=C(C4=O)C(=CC=C5)OC)O)(C(=O)CO)O)N)O.Cl. Drug 2: CCC1=CC2CC(C3=C(CN(C2)C1)C4=CC=CC=C4N3)(C5=C(C=C6C(=C5)C78CCN9C7C(C=CC9)(C(C(C8N6C)(C(=O)OC)O)OC(=O)C)CC)OC)C(=O)OC.C(C(C(=O)O)O)(C(=O)O)O. Cell line: SK-MEL-5. Synergy scores: CSS=51.3, Synergy_ZIP=-1.16, Synergy_Bliss=-3.10, Synergy_Loewe=-3.00, Synergy_HSA=-0.841.